This data is from Reaction yield outcomes from USPTO patents with 853,638 reactions. The task is: Predict the reaction yield, written as a fraction of the theoretical maximum amount of product (1.0 means a 100% yield; for example, 0.34 means a 34% yield). (1) The yield is 0.790. The product is [NH:1]1[C:9]2[C:4](=[CH:5][CH:6]=[CH:7][CH:8]=2)[CH:3]=[C:2]1[C:10]1[O:11][CH:25]=[N:24][CH:23]=1. The reactants are [NH:1]1[C:9]2[C:4](=[CH:5][CH:6]=[CH:7][CH:8]=2)[CH:3]=[C:2]1[CH:10]=[O:11].CO.C1(C)C=CC(S([CH2:23][N+:24]#[C-:25])(=O)=O)=CC=1.C(=O)([O-])[O-].[K+].[K+]. The catalyst is CCCCCC. (2) The reactants are [I:1]N1C(=O)CCC1=O.[Cl:9][C:10]1[CH:11]=[CH:12][CH:13]=[C:14]2[C:19]=1[N:18]=[CH:17][CH:16]=[CH:15]2. The catalyst is C(O)(=O)C. The product is [Cl:9][C:10]1[CH:11]=[CH:12][CH:13]=[C:14]2[C:19]=1[N:18]=[CH:17][C:16]([I:1])=[CH:15]2. The yield is 0.480.